This data is from NCI-60 drug combinations with 297,098 pairs across 59 cell lines. The task is: Regression. Given two drug SMILES strings and cell line genomic features, predict the synergy score measuring deviation from expected non-interaction effect. (1) Drug 1: CC1=C2C(C(=O)C3(C(CC4C(C3C(C(C2(C)C)(CC1OC(=O)C(C(C5=CC=CC=C5)NC(=O)OC(C)(C)C)O)O)OC(=O)C6=CC=CC=C6)(CO4)OC(=O)C)O)C)O. Drug 2: COC1=C2C(=CC3=C1OC=C3)C=CC(=O)O2. Cell line: PC-3. Synergy scores: CSS=11.8, Synergy_ZIP=-1.11, Synergy_Bliss=-6.90, Synergy_Loewe=-80.1, Synergy_HSA=-8.65. (2) Drug 1: CN1C2=C(C=C(C=C2)N(CCCl)CCCl)N=C1CCCC(=O)O.Cl. Drug 2: C1CN(P(=O)(OC1)NCCCl)CCCl. Cell line: EKVX. Synergy scores: CSS=3.65, Synergy_ZIP=-1.09, Synergy_Bliss=-1.56, Synergy_Loewe=1.54, Synergy_HSA=-0.170.